This data is from Forward reaction prediction with 1.9M reactions from USPTO patents (1976-2016). The task is: Predict the product of the given reaction. (1) Given the reactants O[C:2]1[C:11]2[C:6](=[N:7][CH:8]=[CH:9][CH:10]=2)[N:5]([C:12]2[CH:17]=[CH:16][CH:15]=[CH:14][CH:13]=2)[C:4](=[O:18])[C:3]=1[C:19](=O)[CH2:20][CH:21]1[CH2:26][CH2:25][O:24][CH2:23][CH2:22]1.O.[NH2:29][NH2:30].C(=O)([O-])O.[Na+], predict the reaction product. The product is: [C:12]1([N:5]2[C:6]3[N:7]=[CH:8][CH:9]=[CH:10][C:11]=3[C:2]3[NH:29][N:30]=[C:19]([CH2:20][CH:21]4[CH2:22][CH2:23][O:24][CH2:25][CH2:26]4)[C:3]=3[C:4]2=[O:18])[CH:13]=[CH:14][CH:15]=[CH:16][CH:17]=1. (2) Given the reactants [C:29]1([C:24]2[CH:25]=[CH:26][CH:27]=[C:28]3[C:23]=2[CH:22]=[CH:21][CH:20]3C2([CH:20]3[C:28]4[C:23](=[C:24]([C:29]5[CH:34]=[CH:33][CH:32]=[CH:31][CH:30]=5)[CH:25]=[CH:26][CH:27]=4)[CH:22]=[CH:21]3)CCC2)[CH:34]=[CH:33][CH:32]=[CH:31][CH:30]=1.[CH2:35]([Li])[CH2:36][CH2:37][CH3:38].[CH3:40][CH2:41][CH2:42][CH2:43][CH2:44][CH3:45].[Cl-:46].[Hf+4:47].[Cl-].[Cl-].[Cl-], predict the reaction product. The product is: [Cl-:46].[Cl-:46].[C:38]1(=[Hf+2:47]([CH:42]2[C:41]3[C:45](=[C:24]([C:29]4[CH:34]=[CH:33][CH:32]=[CH:31][CH:30]=4)[CH:23]=[CH:22][CH:40]=3)[CH:44]=[CH:43]2)[CH:20]2[C:28]3[C:23](=[C:24]([C:29]4[CH:30]=[CH:31][CH:32]=[CH:33][CH:34]=4)[CH:25]=[CH:26][CH:27]=3)[CH:22]=[CH:21]2)[CH2:37][CH2:36][CH2:35]1. (3) Given the reactants [N+:1]([C:4]1[CH:5]=[C:6]([CH2:10][CH2:11][O:12][C:13]2[CH:18]=[CH:17][C:16]([C:19]3[O:23][N:22]=[C:21]([OH:24])[CH:20]=3)=[CH:15][CH:14]=2)[CH:7]=[CH:8][CH:9]=1)([O-:3])=[O:2].[C:25](Cl)(=[O:30])[C:26]([CH3:29])([CH3:28])[CH3:27], predict the reaction product. The product is: [C:25]([O:24][C:21]1[CH:20]=[C:19]([C:16]2[CH:15]=[CH:14][C:13]([O:12][CH2:11][CH2:10][C:6]3[CH:7]=[CH:8][CH:9]=[C:4]([N+:1]([O-:3])=[O:2])[CH:5]=3)=[CH:18][CH:17]=2)[O:23][N:22]=1)(=[O:30])[C:26]([CH3:29])([CH3:28])[CH3:27]. (4) Given the reactants C([Sn](CCCC)(CCCC)[C:6]1[CH:15]=[C:14]([CH2:16][CH2:17][CH2:18][CH2:19][CH3:20])[CH:13]=[C:12]2[C:7]=1[C@@H:8]1[CH:26]=[C:25]([CH3:27])[CH2:24][CH2:23][C@H:9]1[C:10]([CH3:22])([CH3:21])[O:11]2)CCC.[B-](F)(F)(F)[F:37].[B-](F)(F)(F)F.C1[N+]2(CCl)CC[N+](F)(CC2)C1, predict the reaction product. The product is: [F:37][C:6]1[CH:15]=[C:14]([CH2:16][CH2:17][CH2:18][CH2:19][CH3:20])[CH:13]=[C:12]2[C:7]=1[C@@H:8]1[CH:26]=[C:25]([CH3:27])[CH2:24][CH2:23][C@H:9]1[C:10]([CH3:22])([CH3:21])[O:11]2. (5) Given the reactants C(=O)(OC(C)(C)C)OC[N:4]1[C:8]2[N:9]=[C:10]([NH:25][C:26]3[CH:31]=[CH:30][C:29]([N:32]([CH3:42])[C@H:33]4[CH2:37][CH2:36][N:35]([S:38]([CH3:41])(=[O:40])=[O:39])[CH2:34]4)=[CH:28][CH:27]=3)[N:11]=[C:12]([O:13][C:14]3[CH:19]=[CH:18][CH:17]=[C:16]([NH:20][C:21](=[O:24])[CH:22]=[CH2:23])[CH:15]=3)[C:7]=2[CH:6]=[CH:5]1.CO.C1COCC1.[OH-].[Na+], predict the reaction product. The product is: [CH3:42][N:32]([C@H:33]1[CH2:37][CH2:36][N:35]([S:38]([CH3:41])(=[O:39])=[O:40])[CH2:34]1)[C:29]1[CH:30]=[CH:31][C:26]([NH:25][C:10]2[N:11]=[C:12]([O:13][C:14]3[CH:15]=[C:16]([NH:20][C:21](=[O:24])[CH:22]=[CH2:23])[CH:17]=[CH:18][CH:19]=3)[C:7]3[CH:6]=[CH:5][NH:4][C:8]=3[N:9]=2)=[CH:27][CH:28]=1. (6) Given the reactants Cl.[Cl:2][C:3]1[CH:16]=[CH:15][C:14]2[S:13][C:12]3[C:7](=[CH:8][CH:9]=[CH:10][CH:11]=3)[N:6]([CH2:17][CH2:18][CH2:19][NH2:20])[C:5]=2[CH:4]=1.C(N(CC)CC)C.[C:28]1([CH3:38])[CH:33]=[CH:32][C:31]([S:34](Cl)(=[O:36])=[O:35])=[CH:30][CH:29]=1.[Na+].[Cl-], predict the reaction product. The product is: [Cl:2][C:3]1[CH:16]=[CH:15][C:14]2[S:13][C:12]3[C:7](=[CH:8][CH:9]=[CH:10][CH:11]=3)[N:6]([CH2:17][CH2:18][CH2:19][NH:20][S:34]([C:31]3[CH:32]=[CH:33][C:28]([CH3:38])=[CH:29][CH:30]=3)(=[O:36])=[O:35])[C:5]=2[CH:4]=1.